From a dataset of Catalyst prediction with 721,799 reactions and 888 catalyst types from USPTO. Predict which catalyst facilitates the given reaction. (1) Reactant: C(OC([N:11]1[CH2:14][CH:13]([C:15]([N:17]2[CH2:23][CH2:22][CH2:21][N:20]([C:24]([O:26][C:27]([CH3:30])([CH3:29])[CH3:28])=[O:25])[CH2:19][CH2:18]2)=[O:16])[CH2:12]1)=O)C1C=CC=CC=1.N#N. Product: [NH:11]1[CH2:14][CH:13]([C:15]([N:17]2[CH2:23][CH2:22][CH2:21][N:20]([C:24]([O:26][C:27]([CH3:30])([CH3:29])[CH3:28])=[O:25])[CH2:19][CH2:18]2)=[O:16])[CH2:12]1. The catalyst class is: 50. (2) Reactant: [NH2:1][C@@H:2]1[C:11]2[C:6](=[CH:7][CH:8]=[CH:9][CH:10]=2)[C@H:5]([OH:12])[CH2:4][CH2:3]1.[H-].[Na+].[Cl:15][C:16]1[CH:21]=[CH:20][CH:19]=[C:18]([Cl:22])[C:17]=1[C:23]1[N:27]2[CH:28]=[C:29](F)[CH:30]=[CH:31][C:26]2=[N:25][N:24]=1. Product: [Cl:22][C:18]1[CH:19]=[CH:20][CH:21]=[C:16]([Cl:15])[C:17]=1[C:23]1[N:27]2[CH:28]=[C:29]([O:12][C@H:5]3[C:6]4[C:11](=[CH:10][CH:9]=[CH:8][CH:7]=4)[C@@H:2]([NH2:1])[CH2:3][CH2:4]3)[CH:30]=[CH:31][C:26]2=[N:25][N:24]=1. The catalyst class is: 3. (3) Reactant: [Si]([O:8][CH2:9][CH2:10][O:11][C:12]1[C:13]([F:42])=[C:14]([CH:20]([NH:33][C:34]2[CH:41]=[CH:40][C:37]([C:38]#[N:39])=[CH:36][CH:35]=2)[C:21]2[NH:25][C:24](=[O:26])[N:23]([C:27]3[N:32]=[CH:31][CH:30]=[CH:29][N:28]=3)[N:22]=2)[CH:15]=[C:16]([O:18][CH3:19])[CH:17]=1)(C(C)(C)C)(C)C. Product: [F:42][C:13]1[C:12]([O:11][CH2:10][CH2:9][OH:8])=[CH:17][C:16]([O:18][CH3:19])=[CH:15][C:14]=1[CH:20]([NH:33][C:34]1[CH:35]=[CH:36][C:37]([C:38]#[N:39])=[CH:40][CH:41]=1)[C:21]1[NH:25][C:24](=[O:26])[N:23]([C:27]2[N:28]=[CH:29][CH:30]=[CH:31][N:32]=2)[N:22]=1. The catalyst class is: 86. (4) Reactant: [H-].[Na+].P(=O)([O-])O[C:5](CC)(CC)[C:6]#[N:7].[C:14]1(=O)[CH2:19][CH2:18][CH2:17][CH2:16][CH2:15]1. Product: [C:14]1(=[CH:5][C:6]#[N:7])[CH2:19][CH2:18][CH2:17][CH2:16][CH2:15]1. The catalyst class is: 7. (5) Reactant: [NH:1]1[CH:5]=[C:4](B(O)O)[CH:3]=[N:2]1.Br[C:10]1[CH:11]=[CH:12][C:13]2[N:14]([CH:16]=[N:17][N:18]=2)[CH:15]=1.CS(C)=O.C(=O)([O-])[O-].[Na+].[Na+]. Product: [NH:1]1[CH:5]=[C:4]([C:10]2[CH:11]=[CH:12][C:13]3[N:14]([CH:16]=[N:17][N:18]=3)[CH:15]=2)[CH:3]=[N:2]1. The catalyst class is: 257. (6) Reactant: C1(C)C=C(C)C=C(C)C=1S([O-])(=O)=O.[NH2:14][N+:15]1[CH:20]=[CH:19][C:18]([Br:21])=[CH:17][C:16]=1[Cl:22].C([O-])([O-])=O.[K+].[K+].[C:29]([C:35]([O:37][CH3:38])=[O:36])#[C:30][C:31]([O:33][CH3:34])=[O:32]. Product: [CH3:34][O:33][C:31]([C:30]1[C:29]([C:35]([O:37][CH3:38])=[O:36])=[C:20]2[CH:19]=[C:18]([Br:21])[CH:17]=[C:16]([Cl:22])[N:15]2[N:14]=1)=[O:32]. The catalyst class is: 3. (7) Product: [N+:29]([C:25]1[N:24]=[C:23]([N:19]2[CH2:20][CH2:21][N:16]([CH2:15][CH2:14][CH2:13][NH:12][C:9]3[S:10][CH:11]=[C:7]([C:1]4[CH:6]=[CH:5][CH:4]=[CH:3][CH:2]=4)[N:8]=3)[CH2:17][CH2:18]2)[CH:28]=[CH:27][CH:26]=1)([O-:31])=[O:30]. The catalyst class is: 10. Reactant: [C:1]1([C:7]2[N:8]=[C:9]([NH:12][CH2:13][CH2:14][CH2:15][N:16]3[CH2:21][CH2:20][NH:19][CH2:18][CH2:17]3)[S:10][CH:11]=2)[CH:6]=[CH:5][CH:4]=[CH:3][CH:2]=1.Cl[C:23]1[CH:28]=[CH:27][CH:26]=[C:25]([N+:29]([O-:31])=[O:30])[N:24]=1.C(N(C(C)C)CC)(C)C. (8) Reactant: [CH3:1][N:2]([CH3:7])[CH2:3][CH2:4][NH:5][CH3:6].[O:8]=[C:9]1[CH2:17][C:16]2[C:11](=[CH:12][CH:13]=[C:14]([S:18](Cl)(=[O:20])=[O:19])[CH:15]=2)[NH:10]1. Product: [CH3:1][N:2]([CH3:7])[CH2:3][CH2:4][N:5]([CH3:6])[S:18]([C:14]1[CH:15]=[C:16]2[C:11](=[CH:12][CH:13]=1)[NH:10][C:9](=[O:8])[CH2:17]2)(=[O:19])=[O:20]. The catalyst class is: 1. (9) Reactant: COC[O:4][C:5]1[CH:10]=[C:9]([O:11]COC)[CH:8]=[CH:7][C:6]=1[C:15]1[CH2:19][CH2:18][C:17](=[O:20])[CH:16]=1. Product: [OH:4][C:5]1[CH:10]=[C:9]([OH:11])[CH:8]=[CH:7][C:6]=1[C:15]1[CH2:19][CH2:18][C:17](=[O:20])[CH:16]=1. The catalyst class is: 5. (10) Reactant: [NH2:1][C:2]1[C:9]([F:10])=[CH:8][C:5]([C:6]#[N:7])=[CH:4][C:3]=1[Cl:11].CCN(C(C)C)C(C)C.[C:21](Cl)(Cl)=[S:22]. The catalyst class is: 2. Product: [Cl:11][C:3]1[CH:4]=[C:5]([CH:8]=[C:9]([F:10])[C:2]=1[N:1]=[C:21]=[S:22])[C:6]#[N:7].